This data is from Catalyst prediction with 721,799 reactions and 888 catalyst types from USPTO. The task is: Predict which catalyst facilitates the given reaction. (1) Reactant: [C:1]1([C:3](=[CH:5][CH:6]=[CH:7][CH:8]=1)[OH:4])[OH:2].[C:9]12(O)[CH2:18][CH:13]3[CH2:14][CH:15]([CH2:17][CH:11]([CH2:12]3)[CH:10]1O)[CH2:16]2.[OH2:21]. Product: [OH:2][C:1]1[CH:8]=[C:7]([C:11]23[CH2:12][CH:13]4[CH2:14][CH:15]([CH2:16][C:9]([C:7]5[CH:6]=[CH:5][C:3]([OH:21])=[C:1]([OH:2])[CH:8]=5)([CH2:18]4)[CH2:10]2)[CH2:17]3)[CH:6]=[CH:5][C:3]=1[OH:4]. The catalyst class is: 501. (2) Reactant: [CH3:1][O:2][C:3](=[O:14])[CH2:4][C:5]1[CH:10]=[CH:9][C:8]([OH:11])=[C:7]([O:12][CH3:13])[CH:6]=1.[Na].Cl[C:17]1[C:18]([N+:34]([O-:36])=[O:35])=[C:19]2[C:23](=[CH:24][CH:25]=1)[N:22]([CH2:26][O:27][CH2:28][CH2:29][Si:30]([CH3:33])([CH3:32])[CH3:31])[N:21]=[CH:20]2. Product: [CH3:13][O:12][C:7]1[CH:6]=[C:5]([CH2:4][C:3]([O:2][CH3:1])=[O:14])[CH:10]=[CH:9][C:8]=1[O:11][C:17]1[C:18]([N+:34]([O-:36])=[O:35])=[C:19]2[C:23](=[CH:24][CH:25]=1)[N:22]([CH2:26][O:27][CH2:28][CH2:29][Si:30]([CH3:32])([CH3:33])[CH3:31])[N:21]=[CH:20]2. The catalyst class is: 1. (3) Reactant: [Cl:1][C:2]1[CH:11]=[CH:10][CH:9]=[C:8]2[C:3]=1[CH2:4][C:5]([CH2:14][N:15](C)[C@@H:16]([CH2:20][CH:21]([CH3:23])[CH3:22])[C:17]([OH:19])=O)=[C:6]([CH:12]=[O:13])[O:7]2.[NH2:25][C:26]1[CH:31]=[CH:30][CH:29]=[CH:28][N:27]=1.ON1C2C=CC=CC=2N=N1. The catalyst class is: 34. Product: [N:27]1[CH:28]=[CH:29][CH:30]=[CH:31][C:26]=1[NH:25][C:17](=[O:19])[CH:16]([N:15]1[CH2:14][C:5]2[CH2:4][C:3]3[C:2]([Cl:1])=[CH:11][CH:10]=[CH:9][C:8]=3[O:7][C:6]=2[C:12]1=[O:13])[CH2:20][CH:21]([CH3:22])[CH3:23].